Dataset: Forward reaction prediction with 1.9M reactions from USPTO patents (1976-2016). Task: Predict the product of the given reaction. (1) Given the reactants [F:1][C:2]1[CH:19]=[CH:18][C:5]([CH2:6][C:7]2[C:16]3[C:11](=[CH:12][CH:13]=[CH:14][CH:15]=3)[C:10](=[O:17])[NH:9][N:8]=2)=[CH:4][C:3]=1[C:20]([N:22]1[CH2:25][CH:24]([NH:26][CH:27]([CH3:30])[CH2:28][OH:29])[CH2:23]1)=[O:21].[ClH:31], predict the reaction product. The product is: [ClH:31].[F:1][C:2]1[CH:19]=[CH:18][C:5]([CH2:6][C:7]2[C:16]3[C:11](=[CH:12][CH:13]=[CH:14][CH:15]=3)[C:10](=[O:17])[NH:9][N:8]=2)=[CH:4][C:3]=1[C:20]([N:22]1[CH2:25][CH:24]([NH:26][CH:27]([CH3:30])[CH2:28][OH:29])[CH2:23]1)=[O:21]. (2) Given the reactants [CH2:1](Br)[C:2]1[CH:7]=[CH:6][CH:5]=[CH:4][CH:3]=1.[OH:9][N:10]1[C:14](=O)[C:13]2=[CH:16][CH:17]=[CH:18][CH:19]=[C:12]2[C:11]1=[O:20].[N:21]12CCCN=C1CCC[CH2:23][CH2:22]2.Cl.CN1C(=[O:39])CCC1, predict the reaction product. The product is: [O:39]=[C:1]([O:9][N:10]1[C:11](=[O:20])[C:12]2[C:13](=[CH:16][CH:17]=[CH:18][CH:19]=2)[CH2:14]1)[C:2]1[CH:7]=[CH:6][CH:5]=[CH:4][C:3]=1[CH2:23][C:22]#[N:21].